This data is from TCR-epitope binding with 47,182 pairs between 192 epitopes and 23,139 TCRs. The task is: Binary Classification. Given a T-cell receptor sequence (or CDR3 region) and an epitope sequence, predict whether binding occurs between them. (1) The epitope is YFPLQSYGF. The TCR CDR3 sequence is CASWTGFWQETQYF. Result: 1 (the TCR binds to the epitope). (2) The epitope is FLYNLLTRV. The TCR CDR3 sequence is CSVEGSLGRALRANEQFF. Result: 0 (the TCR does not bind to the epitope). (3) The epitope is KLWAQCVQL. The TCR CDR3 sequence is CASSKSSYNEQFF. Result: 1 (the TCR binds to the epitope). (4) The epitope is LPPAYTNSF. The TCR CDR3 sequence is CASSSTGGGGTEAFF. Result: 0 (the TCR does not bind to the epitope). (5) The epitope is TSNQVAVLY. The TCR CDR3 sequence is CASSQDSSLNTGELFF. Result: 0 (the TCR does not bind to the epitope). (6) The epitope is KLGGALQAK. The TCR CDR3 sequence is CASSTGGAWNEQFF. Result: 1 (the TCR binds to the epitope). (7) The epitope is FTISVTTEIL. The TCR CDR3 sequence is CARAARGRTTDTQYF. Result: 0 (the TCR does not bind to the epitope). (8) The epitope is RLRPGGKKK. The TCR CDR3 sequence is CASSQEGWATSSSYNEQFF. Result: 0 (the TCR does not bind to the epitope).